This data is from Reaction yield outcomes from USPTO patents with 853,638 reactions. The task is: Predict the reaction yield, written as a fraction of the theoretical maximum amount of product (1.0 means a 100% yield; for example, 0.34 means a 34% yield). (1) The reactants are [Cl:1][C:2]1[CH:7]=[CH:6][C:5]([CH:8](O)[C:9]2[C:10]([CH3:22])=[N:11][N:12]([CH:19]3[CH2:21][CH2:20]3)[C:13]=2[C:14]([O:16][CH2:17][CH3:18])=[O:15])=[CH:4][CH:3]=1.C(N(CC)CC)C.O(S(C)(=O)=O)S(C)(=O)=O.[CH3:40][O:41][C:42]1[CH:49]=[CH:48][C:45]([CH2:46][NH2:47])=[CH:44][CH:43]=1. The catalyst is C(Cl)Cl. The product is [Cl:1][C:2]1[CH:7]=[CH:6][C:5]([CH:8]([NH:47][CH2:46][C:45]2[CH:48]=[CH:49][C:42]([O:41][CH3:40])=[CH:43][CH:44]=2)[C:9]2[C:10]([CH3:22])=[N:11][N:12]([CH:19]3[CH2:21][CH2:20]3)[C:13]=2[C:14]([O:16][CH2:17][CH3:18])=[O:15])=[CH:4][CH:3]=1. The yield is 0.770. (2) The reactants are N([O-])=O.[Na+].[Br:5][C:6]1[N:11]=[C:10]([O:12][CH3:13])[C:9](N)=[CH:8][CH:7]=1.[ClH:15]. The catalyst is O.[Cu](Cl)Cl. The product is [Br:5][C:6]1[N:11]=[C:10]([O:12][CH3:13])[C:9]([Cl:15])=[CH:8][CH:7]=1. The yield is 0.850.